This data is from Forward reaction prediction with 1.9M reactions from USPTO patents (1976-2016). The task is: Predict the product of the given reaction. (1) Given the reactants [Br:1][C:2]1[CH:3]=[C:4]2[C:10]3([CH2:14][CH2:13][N:12](C(OC(C)(C)C)=O)[CH2:11]3)[CH2:9][N:8]([C:22](=[O:30])[NH:23][C:24]3[S:25][C:26]([Cl:29])=[CH:27][N:28]=3)[C:5]2=[CH:6][CH:7]=1.FC(F)(F)C(O)=O.C(=O)([O-])O.[Na+], predict the reaction product. The product is: [Br:1][C:2]1[CH:3]=[C:4]2[C:10]3([CH2:14][CH2:13][NH:12][CH2:11]3)[CH2:9][N:8]([C:22]([NH:23][C:24]3[S:25][C:26]([Cl:29])=[CH:27][N:28]=3)=[O:30])[C:5]2=[CH:6][CH:7]=1. (2) Given the reactants [CH2:1]([N:8]1[C:16]2[CH:15]=[CH:14][N:13]=[C:12](Br)[C:11]=2[CH:10]=[CH:9]1)[C:2]1[CH:7]=[CH:6][CH:5]=[CH:4][CH:3]=1.[NH:18]1[CH2:23][CH2:22][NH:21][CH2:20][CH2:19]1, predict the reaction product. The product is: [CH2:1]([N:8]1[C:16]2[CH:15]=[CH:14][N:13]=[C:12]([N:18]3[CH2:23][CH2:22][NH:21][CH2:20][CH2:19]3)[C:11]=2[CH:10]=[CH:9]1)[C:2]1[CH:7]=[CH:6][CH:5]=[CH:4][CH:3]=1. (3) Given the reactants Cl.[C:2]1([C:8]2[CH2:13][NH:12][CH2:11][CH2:10][C:9]=2[CH2:14][OH:15])[CH:7]=[CH:6][CH:5]=[CH:4][CH:3]=1.[CH3:16]CN(CC)CC.C=O.[BH-](OC(C)=O)(OC(C)=O)OC(C)=O.[Na+], predict the reaction product. The product is: [CH3:16][N:12]1[CH2:13][C:8]([C:2]2[CH:3]=[CH:4][CH:5]=[CH:6][CH:7]=2)=[C:9]([CH2:14][OH:15])[CH2:10][CH2:11]1. (4) Given the reactants F[C:2]1[CH:10]=[C:9]([C:11]([F:14])([F:13])[F:12])[CH:8]=[CH:7][C:3]=1[C:4]([OH:6])=[O:5].[C:15]1([OH:21])[CH:20]=[CH:19][CH:18]=[CH:17][CH:16]=1.C([O-])([O-])=O.[Cs+].[Cs+], predict the reaction product. The product is: [O:21]([C:2]1[CH:10]=[C:9]([C:11]([F:14])([F:13])[F:12])[CH:8]=[CH:7][C:3]=1[C:4]([OH:6])=[O:5])[C:15]1[CH:20]=[CH:19][CH:18]=[CH:17][CH:16]=1. (5) Given the reactants [C:1]([O:5][C:6]([NH:8][CH2:9][CH2:10][C:11]([OH:13])=[O:12])=[O:7])([CH3:4])([CH3:3])[CH3:2].Br.Br[CH2:16][C:17]([C:19]1[CH:20]=[N:21][CH:22]=[CH:23][CH:24]=1)=[O:18], predict the reaction product. The product is: [C:1]([O:5][C:6]([NH:8][CH2:9][CH2:10][C:11]([O:13][CH2:16][C:17](=[O:18])[C:19]1[CH:20]=[N:21][CH:22]=[CH:23][CH:24]=1)=[O:12])=[O:7])([CH3:4])([CH3:2])[CH3:3].